Dataset: Full USPTO retrosynthesis dataset with 1.9M reactions from patents (1976-2016). Task: Predict the reactants needed to synthesize the given product. Given the product [ClH:3].[Cl:3][C:5]([C:8]1[C:16]2[C:11](=[CH:12][CH:13]=[CH:14][CH:15]=2)[N:10]([C:17]2[CH:26]=[CH:25][C:24]3[C:19](=[CH:20][CH:21]=[CH:22][CH:23]=3)[N:18]=2)[CH:9]=1)=[O:6], predict the reactants needed to synthesize it. The reactants are: S(Cl)([Cl:3])=O.[C:5]([C:8]1[C:16]2[C:11](=[CH:12][CH:13]=[CH:14][CH:15]=2)[N:10]([C:17]2[CH:26]=[CH:25][C:24]3[C:19](=[CH:20][CH:21]=[CH:22][CH:23]=3)[N:18]=2)[CH:9]=1)(O)=[O:6].